From a dataset of Full USPTO retrosynthesis dataset with 1.9M reactions from patents (1976-2016). Predict the reactants needed to synthesize the given product. Given the product [C:2]1([C:1]2[O:8][CH:11]=[N:10][N:9]=2)[CH:7]=[CH:6][CH:5]=[CH:4][CH:3]=1, predict the reactants needed to synthesize it. The reactants are: [C:1]([NH:9][NH2:10])(=[O:8])[C:2]1[CH:7]=[CH:6][CH:5]=[CH:4][CH:3]=1.[C:11]1(C)C=CC(S(O)(=O)=O)=CC=1.